Dataset: Full USPTO retrosynthesis dataset with 1.9M reactions from patents (1976-2016). Task: Predict the reactants needed to synthesize the given product. (1) Given the product [CH2:1]([N:5]1[C:13]2[C:12]([CH3:14])=[C:11]([CH3:15])[N:10]=[C:9]([NH:16][CH2:17][C:18]3[CH:23]=[CH:22][C:21]([O:24][CH3:25])=[CH:20][CH:19]=3)[C:8]=2[N:7]=[C:6]1[CH:26]=[O:27])[CH:2]([CH3:3])[CH3:4], predict the reactants needed to synthesize it. The reactants are: [CH2:1]([N:5]1[C:13]2[C:12]([CH3:14])=[C:11]([CH3:15])[N:10]=[C:9]([NH:16][CH2:17][C:18]3[CH:23]=[CH:22][C:21]([O:24][CH3:25])=[CH:20][CH:19]=3)[C:8]=2[N:7]=[C:6]1[CH2:26][OH:27])[CH:2]([CH3:4])[CH3:3].C(N(CC)CC)C.[Cl-].[NH4+]. (2) Given the product [O:11]1[CH2:15][CH2:14][O:13][CH:12]1[C:16]1[CH:17]=[C:18]([C:23]2[N:28]=[C:27]([CH3:29])[N:26]=[C:25]([S:30][CH3:31])[N:24]=2)[C:19]([NH:32][C:33]2[CH:38]=[N:37][C:36]([O:39][CH3:40])=[CH:35][CH:34]=2)=[N:20][CH:21]=1, predict the reactants needed to synthesize it. The reactants are: [Li+].C[Si]([N-][Si](C)(C)C)(C)C.[O:11]1[CH2:15][CH2:14][O:13][CH:12]1[C:16]1[CH:17]=[C:18]([C:23]2[N:28]=[C:27]([CH3:29])[N:26]=[C:25]([S:30][CH3:31])[N:24]=2)[C:19](F)=[N:20][CH:21]=1.[NH2:32][C:33]1[CH:34]=[CH:35][C:36]([O:39][CH3:40])=[N:37][CH:38]=1.C1COCC1. (3) Given the product [CH2:1]([O:8][C:9](=[O:10])[NH:11][C@H:12]([CH:16]1[CH2:21][CH2:20][CH2:19][CH2:18][CH2:17]1)[C:13](=[O:15])[N:30]([O:29][CH3:25])[CH3:31])[C:2]1[CH:3]=[CH:4][CH:5]=[CH:6][CH:7]=1, predict the reactants needed to synthesize it. The reactants are: [CH2:1]([O:8][C:9]([NH:11][C@H:12]([CH:16]1[CH2:21][CH2:20][CH2:19][CH2:18][CH2:17]1)[C:13]([OH:15])=O)=[O:10])[C:2]1[CH:7]=[CH:6][CH:5]=[CH:4][CH:3]=1.CN([C:25]([O:29][N:30]1N=NC2C=CC=N[C:31]1=2)=[N+](C)C)C.F[P-](F)(F)(F)(F)F.Cl.CNOC.CN1CCOCC1. (4) Given the product [CH3:46][C:28]1[C:27]2[C:31](=[CH:32][CH:33]=[C:34]([CH3:35])[C:26]=2[C:13]2[N:14]=[C:15]([N:16]3[CH2:21][CH2:20][C@@H:19]([O:22][CH3:23])[C:18]([CH3:25])([CH3:24])[CH2:17]3)[C:10]3[CH2:9][NH:8][CH2:48][CH2:47][C:11]=3[N:12]=2)[N:30]([S:36]([C:39]2[CH:45]=[CH:44][C:42]([CH3:43])=[CH:41][CH:40]=2)(=[O:37])=[O:38])[N:29]=1, predict the reactants needed to synthesize it. The reactants are: C([N:8]1[CH2:48][CH2:47][C:11]2[N:12]=[C:13]([C:26]3[C:34]([CH3:35])=[CH:33][CH:32]=[C:31]4[C:27]=3[C:28]([CH3:46])=[N:29][N:30]4[S:36]([C:39]3[CH:45]=[CH:44][C:42]([CH3:43])=[CH:41][CH:40]=3)(=[O:38])=[O:37])[N:14]=[C:15]([N:16]3[CH2:21][CH2:20][C@@H:19]([O:22][CH3:23])[C:18]([CH3:25])([CH3:24])[CH2:17]3)[C:10]=2[CH2:9]1)C1C=CC=CC=1.C(O)(=O)C. (5) Given the product [F:12][C:8]1[CH:9]=[CH:10][CH:11]=[C:6]2[C:7]=1[CH:13]=[C:14]([CH2:15][CH2:16][N:17]1[CH2:21][CH2:20][CH2:19][C@@H:18]1[CH2:22][OH:23])[O:24][C:5]2=[O:25], predict the reactants needed to synthesize it. The reactants are: Cl.C(N(CC)[C:5](=[O:25])[C:6]1[CH:11]=[CH:10][CH:9]=[C:8]([F:12])[C:7]=1[CH2:13][C:14](=[O:24])[CH2:15][CH2:16][N:17]1[CH2:21][CH2:20][CH2:19][C@@H:18]1[CH2:22][OH:23])C.C(=O)([O-])[O-].[K+].[K+].